From a dataset of Forward reaction prediction with 1.9M reactions from USPTO patents (1976-2016). Predict the product of the given reaction. (1) Given the reactants [CH3:1][N:2]([S:21]([C:24]1[S:25][CH:26]=[CH:27][CH:28]=1)(=[O:23])=[O:22])[C:3]1[CH:4]=[CH:5][CH:6]=[C:7]2[C:11]=1[NH:10][C:9]([C:12]1[S:13][CH:14]([CH2:17][C:18]([OH:20])=O)[CH2:15][N:16]=1)=[CH:8]2.[CH3:29][N:30]1[CH2:35][CH2:34][NH:33][CH2:32][CH2:31]1.N1(O)C2C=CC=CC=2N=N1.Cl.CN(C)CCCN=C=NCC, predict the reaction product. The product is: [CH3:1][N:2]([C:3]1[CH:4]=[CH:5][CH:6]=[C:7]2[C:11]=1[NH:10][C:9]([C:12]1[S:13][CH:14]([CH2:17][C:18]([N:33]3[CH2:34][CH2:35][N:30]([CH3:29])[CH2:31][CH2:32]3)=[O:20])[CH2:15][N:16]=1)=[CH:8]2)[S:21]([C:24]1[S:25][CH:26]=[CH:27][CH:28]=1)(=[O:22])=[O:23]. (2) Given the reactants Br[C:2]1[CH:7]=[CH:6][CH:5]=[CH:4][C:3]=1[CH2:8][C:9]([OH:11])=[O:10].[F:12][C:13]1[C:19]([F:20])=[C:18]([F:21])[CH:17]=[CH:16][C:14]=1[NH2:15], predict the reaction product. The product is: [F:12][C:13]1[C:19]([F:20])=[C:18]([F:21])[CH:17]=[CH:16][C:14]=1[NH:15][C:2]1[CH:7]=[CH:6][CH:5]=[CH:4][C:3]=1[CH2:8][C:9]([OH:11])=[O:10]. (3) Given the reactants [C:1]1([S:7](Cl)(=[O:9])=[O:8])[CH:6]=[CH:5][CH:4]=[CH:3][CH:2]=1.[CH2:11]([O:13][C:14]([C:16]1[CH:17]=[N:18][N:19]([C:21]2[N:30]([CH2:31][O:32][CH2:33][CH2:34][Si:35]([CH3:38])([CH3:37])[CH3:36])[C:29](=[O:39])[C:28]3[C:23](=[CH:24][CH:25]=[C:26]([NH2:40])[CH:27]=3)[N:22]=2)[CH:20]=1)=[O:15])[CH3:12], predict the reaction product. The product is: [CH2:11]([O:13][C:14]([C:16]1[CH:17]=[N:18][N:19]([C:21]2[N:30]([CH2:31][O:32][CH2:33][CH2:34][Si:35]([CH3:38])([CH3:37])[CH3:36])[C:29](=[O:39])[C:28]3[C:23](=[CH:24][CH:25]=[C:26]([NH:40][S:7]([C:1]4[CH:6]=[CH:5][CH:4]=[CH:3][CH:2]=4)(=[O:9])=[O:8])[CH:27]=3)[N:22]=2)[CH:20]=1)=[O:15])[CH3:12]. (4) Given the reactants C(OC([NH:8][C:9]1[O:17][C:16]2[C:11](=[N:12][CH:13]=[C:14]([CH:18]3[CH2:23][CH2:22][O:21][CH2:20][CH2:19]3)[CH:15]=2)[C:10]=1[C:24]([NH:26][C:27]1[CH:28]=[N:29][CH:30]=[CH:31][C:32]=1[N:33]1[CH2:38][C@H:37]([C:39]([F:42])([F:41])[F:40])[CH2:36][C@H:35]([NH:43]C(=O)OC(C)(C)C)[CH2:34]1)=[O:25])=O)(C)(C)C.C(O)(C(F)(F)F)=O, predict the reaction product. The product is: [NH2:8][C:9]1[O:17][C:16]2[C:11](=[N:12][CH:13]=[C:14]([CH:18]3[CH2:23][CH2:22][O:21][CH2:20][CH2:19]3)[CH:15]=2)[C:10]=1[C:24]([NH:26][C:27]1[CH:28]=[N:29][CH:30]=[CH:31][C:32]=1[N:33]1[CH2:38][C@H:37]([C:39]([F:41])([F:42])[F:40])[CH2:36][C@H:35]([NH2:43])[CH2:34]1)=[O:25]. (5) Given the reactants [Br:1][C:2]1[CH:7]=[CH:6][C:5]([O:8][CH2:9][CH3:10])=[C:4]([CH2:11]Br)[CH:3]=1.[C-:13]#[N:14].[K+], predict the reaction product. The product is: [Br:1][C:2]1[CH:7]=[CH:6][C:5]([O:8][CH2:9][CH3:10])=[C:4]([CH2:11][C:13]#[N:14])[CH:3]=1. (6) Given the reactants [NH:1]1[CH:5]=[C:4]([C:6]2[S:10][CH:9]=[C:8]([C:11]([OH:13])=O)[CH:7]=2)[CH:3]=[N:2]1.CCN(C(C)C)C(C)C.[F:23][C:24]([F:37])([F:36])[CH2:25][N:26]1[CH:35]2[CH:30]([CH2:31][CH2:32][CH2:33][CH2:34]2)[NH:29][CH2:28][CH2:27]1.CN(C(ON1N=NC2C=CC=NC1=2)=[N+](C)C)C.F[P-](F)(F)(F)(F)F, predict the reaction product. The product is: [NH:2]1[CH:3]=[C:4]([C:6]2[S:10][CH:9]=[C:8]([C:11]([N:29]3[CH:30]4[CH:35]([CH2:34][CH2:33][CH2:32][CH2:31]4)[N:26]([CH2:25][C:24]([F:36])([F:37])[F:23])[CH2:27][CH2:28]3)=[O:13])[CH:7]=2)[CH:5]=[N:1]1. (7) Given the reactants [Cl:1][C:2]1[N:7]=[C:6]([Cl:8])[CH:5]=[C:4](Cl)[N:3]=1.[NH2:10][C:11]1[CH:15]=[C:14]([CH3:16])[NH:13][N:12]=1.C(N(CC)CC)C, predict the reaction product. The product is: [Cl:1][C:2]1[N:3]=[C:4]([NH:10][C:11]2[CH:15]=[C:14]([CH3:16])[NH:13][N:12]=2)[CH:5]=[C:6]([Cl:8])[N:7]=1.